Predict the reactants needed to synthesize the given product. From a dataset of Full USPTO retrosynthesis dataset with 1.9M reactions from patents (1976-2016). (1) Given the product [CH3:1][O:2][C:3]1[CH:4]=[C:5]([C:11]([C:13]2[CH:18]=[CH:17][CH:16]=[CH:15][C:14]=2[O:19][CH3:20])=[CH:29][C:30]#[N:31])[CH:6]=[C:7]([O:9][CH3:10])[CH:8]=1, predict the reactants needed to synthesize it. The reactants are: [CH3:1][O:2][C:3]1[CH:4]=[C:5]([C:11]([C:13]2[CH:18]=[CH:17][CH:16]=[CH:15][C:14]=2[O:19][CH3:20])=O)[CH:6]=[C:7]([O:9][CH3:10])[CH:8]=1.C(OP([CH2:29][C:30]#[N:31])(=O)OCC)C.C[Si]([N-][Si](C)(C)C)(C)C.[Li+].O1C2C=CC(C(C3C=C(OC)C=C(OC)C=3)=CC#N)=CC=2OCC1. (2) Given the product [CH2:6]([NH:13][C:14]1[CH:19]=[CH:18][C:17]([CH2:20][C:21]2[CH:26]=[C:25]([C:27]3[C:28]([NH2:33])=[N:29][CH:30]=[CH:31][CH:32]=3)[O:23][N:22]=2)=[CH:16][CH:15]=1)[C:7]1[CH:12]=[CH:11][CH:10]=[CH:9][CH:8]=1, predict the reactants needed to synthesize it. The reactants are: O1CCCC1.[CH2:6]([NH:13][C:14]1[CH:19]=[CH:18][C:17]([CH2:20][C:21](Cl)=[N:22][OH:23])=[CH:16][CH:15]=1)[C:7]1[CH:12]=[CH:11][CH:10]=[CH:9][CH:8]=1.[C:25]([C:27]1[C:28]([NH2:33])=[N:29][CH:30]=[CH:31][CH:32]=1)#[CH:26].C(N(CC)CC)C. (3) Given the product [CH3:33][O:32][C:30](=[O:31])[C:29]1[CH:34]=[CH:35][C:26]([CH2:25][O:23][C:4]2[CH:5]=[CH:6][C:7]([CH:8]([CH3:22])[C:9]([OH:21])([C:14]3[CH:19]=[N:18][C:17]([CH3:20])=[CH:16][N:15]=3)[C:10]([F:13])([F:11])[F:12])=[C:2]([Cl:1])[CH:3]=2)=[C:27]([Cl:36])[CH:28]=1, predict the reactants needed to synthesize it. The reactants are: [Cl:1][C:2]1[CH:3]=[C:4]([OH:23])[CH:5]=[CH:6][C:7]=1[CH:8]([CH3:22])[C:9]([OH:21])([C:14]1[CH:19]=[N:18][C:17]([CH3:20])=[CH:16][N:15]=1)[C:10]([F:13])([F:12])[F:11].Br[CH2:25][C:26]1[CH:35]=[CH:34][C:29]([C:30]([O:32][CH3:33])=[O:31])=[CH:28][C:27]=1[Cl:36].C(=O)([O-])[O-].[K+].[K+]. (4) Given the product [CH:1]1([CH2:7][CH2:8][C@@H:9]([CH3:17])[CH2:10][CH2:11][CH:12]=[O:14])[CH2:6][CH2:5][CH2:4][CH2:3][CH2:2]1, predict the reactants needed to synthesize it. The reactants are: [CH:1]1([CH2:7][CH2:8][C@@H:9]([CH3:17])[CH2:10][CH2:11][CH:12]2[O:14]C2(C)C)[CH2:6][CH2:5][CH2:4][CH2:3][CH2:2]1.CC(C)=O.I([O-])(=O)(=O)=O.[K+]. (5) Given the product [CH:12]1([CH2:15][CH2:16][NH:17][C:18]([C:20]2[N:21]=[N:22][C:23]([N:26]3[CH2:31][CH2:30][N:29]([C:4](=[O:5])[C:3]4[CH:7]=[C:8]([F:11])[CH:9]=[CH:10][C:2]=4[Cl:1])[CH2:28][CH2:27]3)=[CH:24][CH:25]=2)=[O:19])[CH2:14][CH2:13]1, predict the reactants needed to synthesize it. The reactants are: [Cl:1][C:2]1[CH:10]=[CH:9][C:8]([F:11])=[CH:7][C:3]=1[C:4](Cl)=[O:5].[CH:12]1([CH2:15][CH2:16][NH:17][C:18]([C:20]2[N:21]=[N:22][C:23]([N:26]3[CH2:31][CH2:30][NH:29][CH2:28][CH2:27]3)=[CH:24][CH:25]=2)=[O:19])[CH2:14][CH2:13]1. (6) Given the product [F:23][CH2:2][C:3]1([S:6]([NH:9][C:10](=[O:16])[O:11][C:12]([CH3:15])([CH3:14])[CH3:13])(=[O:8])=[O:7])[CH2:5][CH2:4]1, predict the reactants needed to synthesize it. The reactants are: O[CH2:2][C:3]1([S:6]([NH:9][C:10](=[O:16])[O:11][C:12]([CH3:15])([CH3:14])[CH3:13])(=[O:8])=[O:7])[CH2:5][CH2:4]1.CCN(S(F)(F)[F:23])CC. (7) Given the product [CH3:1][O:2][C:3]1[CH:8]=[CH:7][CH:6]=[C:5]([O:9][CH3:10])[C:4]=1[CH:11]1[N:16]([CH2:17][C:18]2[CH:23]=[CH:22][C:21]([O:24][C:25]([F:27])([F:26])[F:28])=[CH:20][CH:19]=2)[C:15](=[O:29])[CH:14]([CH3:31])[CH2:13][CH2:12]1, predict the reactants needed to synthesize it. The reactants are: [CH3:1][O:2][C:3]1[CH:8]=[CH:7][CH:6]=[C:5]([O:9][CH3:10])[C:4]=1[CH:11]1[N:16]([CH2:17][C:18]2[CH:23]=[CH:22][C:21]([O:24][C:25]([F:28])([F:27])[F:26])=[CH:20][CH:19]=2)[C:15](=[O:29])[CH2:14][CH2:13][CH2:12]1.I[CH3:31]. (8) Given the product [CH3:1][O:2][C:3](=[O:13])[CH2:4][C:5]1[CH:10]=[CH:9][C:8]([CH2:11][NH:18][CH3:16])=[CH:7][CH:6]=1, predict the reactants needed to synthesize it. The reactants are: [CH3:1][O:2][C:3](=[O:13])[CH2:4][C:5]1[CH:10]=[CH:9][C:8]([CH2:11]Br)=[CH:7][CH:6]=1.CN.[CH2:16]([N:18](CC)CC)C. (9) Given the product [CH:1]1([NH:4][C:5](=[O:32])[C:6]2[CH:11]=[CH:10][C:9]([CH3:12])=[C:8]([C:13]3[CH:14]=[C:15]4[C:20](=[CH:21][CH:22]=3)[N:19]=[C:18]([NH:23][CH2:24][CH2:25][N:26]3[CH2:27][CH2:28][N:29]([CH3:33])[CH2:30][CH2:31]3)[N:17]=[CH:16]4)[CH:7]=2)[CH2:2][CH2:3]1, predict the reactants needed to synthesize it. The reactants are: [CH:1]1([NH:4][C:5](=[O:32])[C:6]2[CH:11]=[CH:10][C:9]([CH3:12])=[C:8]([C:13]3[CH:14]=[C:15]4[C:20](=[CH:21][CH:22]=3)[N:19]=[C:18]([NH:23][CH2:24][CH2:25][N:26]3[CH2:31][CH2:30][NH:29][CH2:28][CH2:27]3)[N:17]=[CH:16]4)[CH:7]=2)[CH2:3][CH2:2]1.[C:33](O[BH-](OC(=O)C)OC(=O)C)(=O)C.[Na+].C=O.O.C(=O)(O)[O-].[Na+]. (10) Given the product [CH3:31][C:26]1[CH:25]=[CH:35][CH:34]=[C:33]2[C:27]=1[C:28](=[O:29])[N:8]([CH:7]1[CH2:6][CH:5]([O:19][C:20](=[O:22])[CH3:21])[C:4](=[O:23])[NH:3][C:2]1=[O:1])[C:9]2=[O:11], predict the reactants needed to synthesize it. The reactants are: [O:1]=[C:2]1[CH:7]([NH:8][C:9]([O:11]CC2C=CC=CC=2)=O)[CH2:6][CH:5]([O:19][C:20](=[O:22])[CH3:21])[C:4](=[O:23])[NH:3]1.C[C:25]1[CH:35]=[CH:34][CH:33]=[C:27]2[C:28](O[C:31](=O)[C:26]=12)=[O:29].